This data is from Forward reaction prediction with 1.9M reactions from USPTO patents (1976-2016). The task is: Predict the product of the given reaction. Given the reactants [Cl:1][CH2:2][C:3]([CH2:5]Cl)=O.[F:7][C:8]1[CH:9]=[C:10]([CH:14]=[CH:15][C:16]=1[F:17])[C:11]([NH2:13])=[O:12].S(=O)(=O)(O)O, predict the reaction product. The product is: [Cl:1][CH2:2][C:3]1[N:13]=[C:11]([C:10]2[CH:14]=[CH:15][C:16]([F:17])=[C:8]([F:7])[CH:9]=2)[O:12][CH:5]=1.